Task: Predict which catalyst facilitates the given reaction.. Dataset: Catalyst prediction with 721,799 reactions and 888 catalyst types from USPTO (1) Reactant: [C:1]([O:5][C:6]([NH:8][C@@H:9]([CH2:13][C:14]1[CH:23]=[CH:22][C:17]2[O:18][C:19](=[O:21])[O:20][C:16]=2[CH:15]=1)[C:10]([OH:12])=[O:11])=[O:7])([CH3:4])([CH3:3])[CH3:2].[CH3:24][CH:25]([CH3:34])[C:26]([O:28][C@H:29]([CH3:33])[C@H:30](O)[CH3:31])=[O:27].C1(N=C=NC2CCCCC2)CCCCC1. Product: [C:1]([O:5][C:6]([NH:8][C@@H:9]([CH2:13][C:14]1[CH:23]=[CH:22][C:17]2[O:18][C:19](=[O:21])[O:20][C:16]=2[CH:15]=1)[C:10]([O:12][C@H:30]([CH3:31])[C@H:29]([O:28][C:26](=[O:27])[CH:25]([CH3:34])[CH3:24])[CH3:33])=[O:11])=[O:7])([CH3:4])([CH3:2])[CH3:3]. The catalyst class is: 112. (2) Product: [Cl:18][C:15]1[CH:16]=[CH:17][C:12]([S:9]([N:8]([C:7]2[C:2]([CH:39]([C:38]3[C:33]([CH3:32])=[N:34][CH:35]=[CH:36][C:37]=3[CH3:41])[OH:40])=[N:3][CH:4]=[C:5]([Cl:26])[CH:6]=2)[CH2:23][O:24][CH3:25])(=[O:11])=[O:10])=[CH:13][C:14]=1[C:19]([F:22])([F:21])[F:20]. The catalyst class is: 683. Reactant: Br[C:2]1[C:7]([N:8]([CH2:23][O:24][CH3:25])[S:9]([C:12]2[CH:17]=[CH:16][C:15]([Cl:18])=[C:14]([C:19]([F:22])([F:21])[F:20])[CH:13]=2)(=[O:11])=[O:10])=[CH:6][C:5]([Cl:26])=[CH:4][N:3]=1.C([Mg]Br)(C)C.[CH3:32][C:33]1[C:38]([CH:39]=[O:40])=[C:37]([CH3:41])[CH:36]=[CH:35][N:34]=1. (3) Reactant: [CH2:1]1[O:9][C:8]2[CH:7]=[CH:6][C:5]([C:10]3[C:19]4[C:14](=[CH:15][C:16]5[O:22][CH2:21][O:20][C:17]=5[CH:18]=4)[NH:13][C:12](=O)[N:11]=3)=[CH:4][C:3]=2[O:2]1.P(Cl)(Cl)([Cl:26])=O.[OH-].[Na+]. Product: [Cl:26][C:12]1[N:11]=[C:10]([C:5]2[CH:6]=[CH:7][C:8]3[O:9][CH2:1][O:2][C:3]=3[CH:4]=2)[C:19]2[C:14](=[CH:15][C:16]3[O:22][CH2:21][O:20][C:17]=3[CH:18]=2)[N:13]=1. The catalyst class is: 3. (4) Reactant: C([O:3][C:4]([C:6]1[N:15]=[C:14]([OH:16])[C:13]2[C:8](=[CH:9][CH:10]=[C:11]([OH:17])[CH:12]=2)[N:7]=1)=O)C.[NH3:18]. Product: [OH:16][C:14]1[C:13]2[C:8](=[CH:9][CH:10]=[C:11]([OH:17])[CH:12]=2)[N:7]=[C:6]([C:4]([NH2:18])=[O:3])[N:15]=1. The catalyst class is: 5. (5) Reactant: [F:1][C:2]1[CH:7]=[CH:6][C:5]([F:8])=[CH:4][C:3]=1[CH:9]1[CH2:13][CH2:12][CH2:11][N:10]1[C:14]1[CH:19]=[CH:18][N:17]2[N:20]=[CH:21][C:22]([C:23](O)=[O:24])=[C:16]2[N:15]=1.Cl.[C:27]([NH:31][NH2:32])(=[O:30])[CH2:28][CH3:29].CCN(C(C)C)C(C)C.CN(C(ON1N=NC2C=CC=NC1=2)=[N+](C)C)C.F[P-](F)(F)(F)(F)F. Product: [F:1][C:2]1[CH:7]=[CH:6][C:5]([F:8])=[CH:4][C:3]=1[CH:9]1[CH2:13][CH2:12][CH2:11][N:10]1[C:14]1[CH:19]=[CH:18][N:17]2[N:20]=[CH:21][C:22]([C:23]([NH:32][NH:31][C:27](=[O:30])[CH2:28][CH3:29])=[O:24])=[C:16]2[N:15]=1. The catalyst class is: 31. (6) Reactant: FC(F)(F)C(O)=O.[Cl:8][C:9]1[C:10]([C:24]([NH2:26])=[O:25])=[C:11]2[CH2:16][NH:15][CH2:14][CH2:13][N:12]2[C:17]=1[C:18]1[CH:23]=[CH:22][CH:21]=[CH:20][CH:19]=1.C(N(CC)CC)C.Cl[C:35]([O:37][C:38]1[CH:43]=[CH:42][CH:41]=[CH:40][CH:39]=1)=[O:36]. Product: [C:38]1([O:37][C:35]([N:15]2[CH2:14][CH2:13][N:12]3[C:17]([C:18]4[CH:23]=[CH:22][CH:21]=[CH:20][CH:19]=4)=[C:9]([Cl:8])[C:10]([C:24](=[O:25])[NH2:26])=[C:11]3[CH2:16]2)=[O:36])[CH:43]=[CH:42][CH:41]=[CH:40][CH:39]=1. The catalyst class is: 4. (7) Reactant: [NH2:1][C:2]1[N:7]=[C:6]([C@:8]2([CH3:19])[CH2:13][C@@H:12]([C:14]([F:17])([F:16])[F:15])[O:11][C:10]([NH2:18])=[N:9]2)[C:5]([F:20])=[CH:4][CH:3]=1.C(N(C(C)C)CC)(C)C.[C:30](O[C:30]([O:32][C:33]([CH3:36])([CH3:35])[CH3:34])=[O:31])([O:32][C:33]([CH3:36])([CH3:35])[CH3:34])=[O:31]. Product: [NH2:1][C:2]1[N:7]=[C:6]([C@:8]2([CH3:19])[CH2:13][C@@H:12]([C:14]([F:15])([F:17])[F:16])[O:11][C:10]([NH:18][C:30](=[O:31])[O:32][C:33]([CH3:36])([CH3:35])[CH3:34])=[N:9]2)[C:5]([F:20])=[CH:4][CH:3]=1. The catalyst class is: 4. (8) Reactant: [NH2:1][C@H:2]([CH2:26][C:27]1[CH:32]=[CH:31][C:30]([Cl:33])=[CH:29][CH:28]=1)[C:3]([N:5]1[CH2:10][CH2:9][N:8]([C:11]2[CH:16]=[CH:15][CH:14]=[CH:13][C:12]=2[N:17]([CH2:22][CH:23]2[CH2:25][CH2:24]2)[S:18]([CH3:21])(=[O:20])=[O:19])[CH2:7][CH2:6]1)=[O:4].[N:34]1([C:47]([O:49][C:50]([CH3:53])([CH3:52])[CH3:51])=[O:48])[CH2:43][C:42]2[C:37](=[CH:38][CH:39]=[CH:40][CH:41]=2)[CH2:36][C@H:35]1[C:44](O)=[O:45].CCN=C=NCCCN(C)C.CI.C1C=NC2N(O)N=NC=2C=1. Product: [Cl:33][C:30]1[CH:29]=[CH:28][C:27]([CH2:26][C@@H:2]([NH:1][C:44]([C@@H:35]2[CH2:36][C:37]3[C:42](=[CH:41][CH:40]=[CH:39][CH:38]=3)[CH2:43][N:34]2[C:47]([O:49][C:50]([CH3:53])([CH3:52])[CH3:51])=[O:48])=[O:45])[C:3]([N:5]2[CH2:6][CH2:7][N:8]([C:11]3[CH:16]=[CH:15][CH:14]=[CH:13][C:12]=3[N:17]([CH2:22][CH:23]3[CH2:24][CH2:25]3)[S:18]([CH3:21])(=[O:19])=[O:20])[CH2:9][CH2:10]2)=[O:4])=[CH:32][CH:31]=1. The catalyst class is: 3. (9) Reactant: [Br:1][C:2]1[CH:3]=[CH:4][C:5]([CH2:8][N:9]2[CH2:14][CH2:13][NH:12][CH2:11][CH2:10]2)=[N:6][CH:7]=1.[CH3:15][C:16](=O)[CH3:17].C(O)(=O)C.[BH3-]C#N.[Na+].[OH-].[Na+]. Product: [Br:1][C:2]1[CH:3]=[CH:4][C:5]([CH2:8][N:9]2[CH2:14][CH2:13][N:12]([CH:16]([CH3:17])[CH3:15])[CH2:11][CH2:10]2)=[N:6][CH:7]=1. The catalyst class is: 569.